Dataset: Catalyst prediction with 721,799 reactions and 888 catalyst types from USPTO. Task: Predict which catalyst facilitates the given reaction. (1) Reactant: [C:1]1([OH:7])[CH:6]=[CH:5][CH:4]=[CH:3][CH:2]=1.C(N(CC)CC)C.Cl[P:16]1[O:20][C:19]([C:27]2[CH:32]=[CH:31][CH:30]=[CH:29][CH:28]=2)([C:21]2[CH:26]=[CH:25][CH:24]=[CH:23][CH:22]=2)[C:18]([C:39]2[CH:44]=[CH:43][CH:42]=[CH:41][CH:40]=2)([C:33]2[CH:38]=[CH:37][CH:36]=[CH:35][CH:34]=2)[O:17]1. Product: [O:7]([P:16]1[O:20][C:19]([C:27]2[CH:32]=[CH:31][CH:30]=[CH:29][CH:28]=2)([C:21]2[CH:22]=[CH:23][CH:24]=[CH:25][CH:26]=2)[C:18]([C:33]2[CH:34]=[CH:35][CH:36]=[CH:37][CH:38]=2)([C:39]2[CH:40]=[CH:41][CH:42]=[CH:43][CH:44]=2)[O:17]1)[C:1]1[CH:6]=[CH:5][CH:4]=[CH:3][CH:2]=1. The catalyst class is: 11. (2) Reactant: [Cl:1][C:2]1[N:10]=[C:9]2[C:5]([NH:6][C:7](=O)[N:8]2[CH:11]([CH2:14][CH3:15])[CH2:12][CH3:13])=[CH:4][N:3]=1.C(OCC)(OCC)OCC.CC1C=CC(S(O)(=O)=O)=CC=1. Product: [Cl:1][C:2]1[N:10]=[C:9]2[C:5]([N:6]=[CH:7][N:8]2[CH:11]([CH2:14][CH3:15])[CH2:12][CH3:13])=[CH:4][N:3]=1. The catalyst class is: 3. (3) Reactant: Cl[C:2]1[N:7]=[C:6]([C:8]2[CH:9]=[N:10][N:11]([C:13]3([CH2:24][C:25]#[N:26])[CH2:16][N:15]([C:17]([O:19][C:20]([CH3:23])([CH3:22])[CH3:21])=[O:18])[CH2:14]3)[CH:12]=2)[N:5]2[CH:27]=[CH:28][N:29]=[C:4]2[CH:3]=1.[CH:30]1(B(O)O)[CH2:32][CH2:31]1.CC(C1C=C(C(C)C)C(C2C=CC=CC=2P(C2CCCCC2)C2CCCCC2)=C(C(C)C)C=1)C.COC1C=CC=C(OC)C=1C1C=CC=CC=1P(C1CCCCC1)C1CCCCC1.P([O-])([O-])([O-])=O.[K+].[K+].[K+]. Product: [C:25]([CH2:24][C:13]1([N:11]2[CH:12]=[C:8]([C:6]3[N:5]4[CH:27]=[CH:28][N:29]=[C:4]4[CH:3]=[C:2]([CH:30]4[CH2:32][CH2:31]4)[N:7]=3)[CH:9]=[N:10]2)[CH2:16][N:15]([C:17]([O:19][C:20]([CH3:23])([CH3:22])[CH3:21])=[O:18])[CH2:14]1)#[N:26]. The catalyst class is: 102. (4) Reactant: [Cl:1][C:2]1[CH:7]=[C:6](Cl)[N:5]=[CH:4][N:3]=1.[F:9][C:10]([F:22])([F:21])[O:11][C:12]1[CH:17]=[CH:16][C:15](B(O)O)=[CH:14][CH:13]=1. Product: [Cl:1][C:2]1[CH:7]=[C:6]([C:15]2[CH:14]=[CH:13][C:12]([O:11][C:10]([F:9])([F:21])[F:22])=[CH:17][CH:16]=2)[N:5]=[CH:4][N:3]=1. The catalyst class is: 45.